Task: Predict the reactants needed to synthesize the given product.. Dataset: Full USPTO retrosynthesis dataset with 1.9M reactions from patents (1976-2016) Given the product [ClH:28].[NH2:34][C:8]1[C:7]2[N:16]=[C:4]([CH2:1][CH2:2][CH3:3])[N:5]([CH2:17][CH2:18][C:19]([NH2:21])=[O:20])[C:6]=2[C:15]2[CH:14]=[CH:13][CH:12]=[CH:11][C:10]=2[N:9]=1, predict the reactants needed to synthesize it. The reactants are: [CH2:1]([C:4]1[N:5]([CH2:17][CH2:18][C:19]([NH2:21])=[O:20])[C:6]2[C:15]3[CH:14]=[CH:13][CH:12]=[CH:11][C:10]=3[N:9]=[CH:8][C:7]=2[N:16]=1)[CH2:2][CH3:3].C1C=C([Cl:28])C=C(C(OO)=O)C=1.[OH-].[NH4+:34].C1(C)C=CC(S(Cl)(=O)=O)=CC=1.Cl.